Dataset: Peptide-MHC class II binding affinity with 134,281 pairs from IEDB. Task: Regression. Given a peptide amino acid sequence and an MHC pseudo amino acid sequence, predict their binding affinity value. This is MHC class II binding data. (1) The peptide sequence is AAHSAAFEDLRVSSY. The MHC is HLA-DPA10201-DPB10101 with pseudo-sequence HLA-DPA10201-DPB10101. The binding affinity (normalized) is 0.366. (2) The peptide sequence is QLKEYVWKTLKSGKV. The MHC is DRB1_1501 with pseudo-sequence DRB1_1501. The binding affinity (normalized) is 0.527. (3) The peptide sequence is NSADTISSYFVGKMYFNL. The MHC is DRB1_0301 with pseudo-sequence DRB1_0301. The binding affinity (normalized) is 0. (4) The peptide sequence is DKDAPFKLASSEPHC. The MHC is DRB1_0101 with pseudo-sequence DRB1_0101. The binding affinity (normalized) is 0.483. (5) The peptide sequence is GEFLLDLRPATAWSLYAV. The MHC is DRB3_0101 with pseudo-sequence DRB3_0101. The binding affinity (normalized) is 0.586. (6) The peptide sequence is SQDLMLSWNLNGLQAY. The MHC is HLA-DQA10301-DQB10302 with pseudo-sequence HLA-DQA10301-DQB10302. The binding affinity (normalized) is 0.350. (7) The peptide sequence is LTVQFLILGMLLMTG. The MHC is H-2-IAb with pseudo-sequence H-2-IAb. The binding affinity (normalized) is 0.